Dataset: Full USPTO retrosynthesis dataset with 1.9M reactions from patents (1976-2016). Task: Predict the reactants needed to synthesize the given product. Given the product [C:1]([N:4]1[CH2:7][CH:6]([C:8]2[CH:9]=[CH:10][C:11]([C:14]3[N:23]=[C:22]([O:24][CH2:25][C@@H:26]4[CH2:27][N:28]([C:32](=[O:33])[CH3:39])[CH2:29][CH2:30][O:31]4)[C:17]4=[N:18][CH:19]=[CH:20][N:21]=[C:16]4[CH:15]=3)=[CH:12][CH:13]=2)[CH2:5]1)(=[O:3])[CH3:2], predict the reactants needed to synthesize it. The reactants are: [C:1]([N:4]1[CH2:7][CH:6]([C:8]2[CH:13]=[CH:12][C:11]([C:14]3[N:23]=[C:22]([O:24][CH2:25][C@H:26]4[O:31][CH2:30][CH2:29][N:28]([C:32](OC(C)(C)C)=[O:33])[CH2:27]4)[C:17]4=[N:18][CH:19]=[CH:20][N:21]=[C:16]4[CH:15]=3)=[CH:10][CH:9]=2)[CH2:5]1)(=[O:3])[CH3:2].[CH2:39](N(CC)CC)C.C(Cl)(=O)C.